From a dataset of Reaction yield outcomes from USPTO patents with 853,638 reactions. Predict the reaction yield, written as a fraction of the theoretical maximum amount of product (1.0 means a 100% yield; for example, 0.34 means a 34% yield). (1) The product is [NH2:9][C:7]1[CH:6]=[CH:5][C:4]([C:12]2[CH:17]=[CH:16][N:15]=[C:14]([NH2:18])[CH:13]=2)=[C:3]([O:2][CH3:1])[CH:8]=1. The yield is 0.930. The catalyst is C(O)C.[Cl-].[Na+].O. The reactants are [CH3:1][O:2][C:3]1[CH:8]=[C:7]([N+:9]([O-])=O)[CH:6]=[CH:5][C:4]=1[C:12]1[CH:17]=[CH:16][N:15]=[C:14]([NH2:18])[CH:13]=1.O.O.[Sn](Cl)(Cl)(Cl)Cl.[OH-].[NH4+]. (2) The reactants are Cl[C:2]1[N:7]=[C:6]([NH:8][C@@H:9]2[CH2:14][CH2:13][CH2:12][CH2:11][C@H:10]2[NH:15][S:16]([CH3:19])(=[O:18])=[O:17])[C:5]([Cl:20])=[CH:4][N:3]=1.[NH2:21][C:22]1[C:41]([O:42][CH3:43])=[CH:40][C:25]2[CH2:26][CH2:27][N:28]([CH2:31][C:32]([N:34]3[CH2:39][CH2:38][O:37][CH2:36][CH2:35]3)=[O:33])[CH2:29][CH2:30][C:24]=2[CH:23]=1. No catalyst specified. The product is [Cl:20][C:5]1[C:6]([NH:8][C@@H:9]2[CH2:14][CH2:13][CH2:12][CH2:11][C@H:10]2[NH:15][S:16]([CH3:19])(=[O:18])=[O:17])=[N:7][C:2]([NH:21][C:22]2[C:41]([O:42][CH3:43])=[CH:40][C:25]3[CH2:26][CH2:27][N:28]([CH2:31][C:32]([N:34]4[CH2:39][CH2:38][O:37][CH2:36][CH2:35]4)=[O:33])[CH2:29][CH2:30][C:24]=3[CH:23]=2)=[N:3][CH:4]=1. The yield is 0.710.